Regression. Given a peptide amino acid sequence and an MHC pseudo amino acid sequence, predict their binding affinity value. This is MHC class I binding data. From a dataset of Peptide-MHC class I binding affinity with 185,985 pairs from IEDB/IMGT. (1) The peptide sequence is GRWMLPQGM. The MHC is HLA-A02:06 with pseudo-sequence HLA-A02:06. The binding affinity (normalized) is 0.371. (2) The peptide sequence is FMKVKFEAL. The MHC is HLA-A30:01 with pseudo-sequence HLA-A30:01. The binding affinity (normalized) is 0.228. (3) The peptide sequence is RARLVALAV. The MHC is HLA-B07:02 with pseudo-sequence HLA-B07:02. The binding affinity (normalized) is 0.771. (4) The peptide sequence is RFNVPGTWR. The MHC is HLA-A03:01 with pseudo-sequence HLA-A03:01. The binding affinity (normalized) is 0.301.